From a dataset of Reaction yield outcomes from USPTO patents with 853,638 reactions. Predict the reaction yield, written as a fraction of the theoretical maximum amount of product (1.0 means a 100% yield; for example, 0.34 means a 34% yield). The reactants are [Br:1][C:2]1[CH:3]=[CH:4][C:5]2[O:9][C:8]([C:10](O)=[O:11])=[C:7]([CH3:13])[C:6]=2[C:14]=1[O:15][CH3:16].B.C1COCC1. The catalyst is C1COCC1. The product is [Br:1][C:2]1[CH:3]=[CH:4][C:5]2[O:9][C:8]([CH2:10][OH:11])=[C:7]([CH3:13])[C:6]=2[C:14]=1[O:15][CH3:16]. The yield is 0.810.